From a dataset of Forward reaction prediction with 1.9M reactions from USPTO patents (1976-2016). Predict the product of the given reaction. (1) Given the reactants [Na:1].C(C1(C[CH2:15][O:16][C:17]2[CH:22]=[CH:21][N:20]=[C:19]([CH2:23][S:24]([C:26]3[NH:30][C:29]4[CH:31]=[CH:32][CH:33]=[CH:34][C:28]=4[N:27]=3)=[O:25])[C:18]=2[CH3:35])OCC2(OCCO2)CO1)C.ClC1C=CC=C(C(OO)=O)C=1.[O:47]1[C:51]2([CH2:56][CH2:55][CH2:54][CH2:53][CH2:52]2)[O:50][CH2:49][CH:48]1CO, predict the reaction product. The product is: [Na:1].[O:47]1[C:51]2([CH2:56][CH2:55][CH2:54][CH2:53][CH2:52]2)[O:50][CH2:49][C@@H:48]1[CH2:15][O:16][C:17]1[CH:22]=[CH:21][N:20]=[C:19]([CH2:23][S:24]([C:26]2[NH:27][C:28]3[CH:34]=[CH:33][CH:32]=[CH:31][C:29]=3[N:30]=2)=[O:25])[C:18]=1[CH3:35]. (2) Given the reactants [NH:1]1[CH2:5][CH2:4][C@H:3](/[CH:6]=[CH:7]/[C:8]2[CH:9]=[N:10][CH:11]=[N:12][CH:13]=2)[CH2:2]1.[C:14]([OH:21])(=[O:20])/[CH:15]=[CH:16]\[C:17]([OH:19])=[O:18], predict the reaction product. The product is: [C:14]([OH:21])(=[O:20])/[CH:15]=[CH:16]\[C:17]([OH:19])=[O:18].[NH:1]1[CH2:5][CH2:4][C@H:3](/[CH:6]=[CH:7]/[C:8]2[CH:13]=[N:12][CH:11]=[N:10][CH:9]=2)[CH2:2]1.